This data is from NCI-60 drug combinations with 297,098 pairs across 59 cell lines. The task is: Regression. Given two drug SMILES strings and cell line genomic features, predict the synergy score measuring deviation from expected non-interaction effect. (1) Drug 1: CC(C1=C(C=CC(=C1Cl)F)Cl)OC2=C(N=CC(=C2)C3=CN(N=C3)C4CCNCC4)N. Drug 2: CC12CCC3C(C1CCC2OP(=O)(O)O)CCC4=C3C=CC(=C4)OC(=O)N(CCCl)CCCl.[Na+]. Cell line: SF-268. Synergy scores: CSS=-3.31, Synergy_ZIP=-1.38, Synergy_Bliss=-9.35, Synergy_Loewe=-13.9, Synergy_HSA=-11.8. (2) Drug 1: CCC1=CC2CC(C3=C(CN(C2)C1)C4=CC=CC=C4N3)(C5=C(C=C6C(=C5)C78CCN9C7C(C=CC9)(C(C(C8N6C)(C(=O)OC)O)OC(=O)C)CC)OC)C(=O)OC.C(C(C(=O)O)O)(C(=O)O)O. Drug 2: CC1=C(C=C(C=C1)NC(=O)C2=CC=C(C=C2)CN3CCN(CC3)C)NC4=NC=CC(=N4)C5=CN=CC=C5. Cell line: NCI-H226. Synergy scores: CSS=45.1, Synergy_ZIP=4.89, Synergy_Bliss=7.03, Synergy_Loewe=-19.0, Synergy_HSA=5.93. (3) Drug 2: CC12CCC3C(C1CCC2O)C(CC4=C3C=CC(=C4)O)CCCCCCCCCS(=O)CCCC(C(F)(F)F)(F)F. Drug 1: CC(CN1CC(=O)NC(=O)C1)N2CC(=O)NC(=O)C2. Synergy scores: CSS=6.78, Synergy_ZIP=-3.03, Synergy_Bliss=3.81, Synergy_Loewe=3.91, Synergy_HSA=3.82. Cell line: HOP-62. (4) Drug 1: C1CCC(CC1)NC(=O)N(CCCl)N=O. Drug 2: CS(=O)(=O)OCCCCOS(=O)(=O)C. Cell line: ACHN. Synergy scores: CSS=40.2, Synergy_ZIP=-8.32, Synergy_Bliss=-3.29, Synergy_Loewe=-1.29, Synergy_HSA=0.190. (5) Drug 1: C1=CC(=C2C(=C1NCCNCCO)C(=O)C3=C(C=CC(=C3C2=O)O)O)NCCNCCO. Drug 2: N.N.Cl[Pt+2]Cl. Cell line: A549. Synergy scores: CSS=15.6, Synergy_ZIP=-6.68, Synergy_Bliss=-15.3, Synergy_Loewe=-46.2, Synergy_HSA=-16.0.